This data is from Forward reaction prediction with 1.9M reactions from USPTO patents (1976-2016). The task is: Predict the product of the given reaction. Given the reactants [Br:1][C:2]1[C:3](N)=[N:4][C:5]([CH3:27])=[C:6]([C:18]2[C:23]([F:24])=[CH:22][C:21]([F:25])=[CH:20][C:19]=2[F:26])[C:7]=1[C:8]1[CH:13]=[C:12]([O:14][CH3:15])[CH:11]=[C:10]([O:16][CH3:17])[CH:9]=1.N([O-])=[O:30].[Na+], predict the reaction product. The product is: [Br:1][C:2]1[C:3](=[O:30])[NH:4][C:5]([CH3:27])=[C:6]([C:18]2[C:23]([F:24])=[CH:22][C:21]([F:25])=[CH:20][C:19]=2[F:26])[C:7]=1[C:8]1[CH:13]=[C:12]([O:14][CH3:15])[CH:11]=[C:10]([O:16][CH3:17])[CH:9]=1.